Dataset: Full USPTO retrosynthesis dataset with 1.9M reactions from patents (1976-2016). Task: Predict the reactants needed to synthesize the given product. (1) Given the product [O:45]=[C:44]([C:46]1[CH:51]=[CH:50][CH:49]=[CH:48][CH:47]=1)[CH2:43][NH:42][C:9]([C:5]1[C:4]([N+:1]([O-:3])=[O:2])=[CH:8][NH:7][N:6]=1)=[O:11], predict the reactants needed to synthesize it. The reactants are: [N+:1]([C:4]1[C:5]([C:9]([OH:11])=O)=[N:6][NH:7][CH:8]=1)([O-:3])=[O:2].Cl.CN(C)CCCN=C=NCC.ON1C2C=CC=CC=2N=N1.C(N(CC)CC)C.Cl.[NH2:42][CH2:43][C:44]([C:46]1[CH:51]=[CH:50][CH:49]=[CH:48][CH:47]=1)=[O:45]. (2) Given the product [Cl:1][C:2]1[CH:3]=[CH:4][C:5]2[N:11]3[CH:12]=[CH:13][CH:14]=[C:10]3[C@@H:9]([CH2:15][CH2:16][NH:17][C:18]3[S:19][CH:20]=[C:21]([CH2:23][C:24]([OH:26])=[O:25])[N:22]=3)[O:8][C@H:7]([C:29]3[CH:34]=[CH:33][CH:32]=[C:31]([O:35][CH3:36])[C:30]=3[O:37][CH3:38])[C:6]=2[CH:39]=1, predict the reactants needed to synthesize it. The reactants are: [Cl:1][C:2]1[CH:3]=[CH:4][C:5]2[N:11]3[CH:12]=[CH:13][CH:14]=[C:10]3[C@@H:9]([CH2:15][CH2:16][NH:17][C:18]3[S:19][CH:20]=[C:21]([CH2:23][C:24]([O:26]CC)=[O:25])[N:22]=3)[O:8][C@H:7]([C:29]3[CH:34]=[CH:33][CH:32]=[C:31]([O:35][CH3:36])[C:30]=3[O:37][CH3:38])[C:6]=2[CH:39]=1.O1CCCC1.C(=O)([O-])[O-].[K+].[K+].C(O)(=O)CC(CC(O)=O)(C(O)=O)O. (3) Given the product [Br:15][C:11]1[C:10]([OH:13])=[CH:9][CH:8]=[C:7]2[C:12]=1[N:4]([CH2:3][C@H:2]([OH:1])[CH3:14])[N:5]=[CH:6]2, predict the reactants needed to synthesize it. The reactants are: [OH:1][C@H:2]([CH3:14])[CH2:3][N:4]1[C:12]2[C:7](=[CH:8][CH:9]=[C:10]([OH:13])[CH:11]=2)[CH:6]=[N:5]1.[Br:15]N1C(=O)CCC1=O. (4) Given the product [N:6]1([C@H:12]2[CH2:15][C@H:14]([O:16][C:17]3[CH:22]=[CH:21][C:20]([C:23]4[S:24][C:25]5[CH2:26][N:27]([CH2:32][P:33](=[O:34])([OH:40])[OH:37])[CH2:28][CH2:29][C:30]=5[N:31]=4)=[CH:19][CH:18]=3)[CH2:13]2)[CH2:7][CH2:8][CH2:9][CH2:10][CH2:11]1, predict the reactants needed to synthesize it. The reactants are: Br[Si](C)(C)C.[N:6]1([C@H:12]2[CH2:15][C@H:14]([O:16][C:17]3[CH:22]=[CH:21][C:20]([C:23]4[S:24][C:25]5[CH2:26][N:27]([CH2:32][P:33](=[O:40])([O:37]CC)[O:34]CC)[CH2:28][CH2:29][C:30]=5[N:31]=4)=[CH:19][CH:18]=3)[CH2:13]2)[CH2:11][CH2:10][CH2:9][CH2:8][CH2:7]1.O. (5) Given the product [NH2:17][C:14]1[CH:15]=[CH:16][C:11]([C:8]2[C:7]3[C:2]([NH2:1])=[N:3][CH:4]=[C:5](/[CH:27]=[CH:28]/[CH2:29][N:30]([CH2:33][CH3:34])[CH2:31][CH3:32])[C:6]=3[S:10][CH:9]=2)=[CH:12][C:13]=1[O:25][CH3:26].[CH3:35][C:36]([CH2:38][C:18]([OH:24])=[O:19])=[O:37], predict the reactants needed to synthesize it. The reactants are: [NH2:1][C:2]1[C:7]2[C:8]([C:11]3[CH:16]=[CH:15][C:14]([NH:17][C:18](=[O:24])[O:19]C(C)(C)C)=[C:13]([O:25][CH3:26])[CH:12]=3)=[CH:9][S:10][C:6]=2[C:5](/[CH:27]=[CH:28]/[CH2:29][N:30]([CH2:33][CH3:34])[CH2:31][CH3:32])=[CH:4][N:3]=1.[CH3:35][C:36]([CH3:38])=[O:37].